From a dataset of Full USPTO retrosynthesis dataset with 1.9M reactions from patents (1976-2016). Predict the reactants needed to synthesize the given product. (1) Given the product [CH:17]([N:14]([CH:23]([CH3:24])[CH3:22])[C:12](=[O:13])[C:11]1[CH:10]=[CH:9][C:8]([C:3]2[CH:4]=[CH:5][CH:6]=[CH:7][C:2]=2[CH3:1])=[CH:16][C:15]=1[CH:29]=[O:30])([CH3:20])[CH3:19], predict the reactants needed to synthesize it. The reactants are: [CH3:1][C:2]1[CH:7]=[CH:6][CH:5]=[CH:4][C:3]=1[C:8]1[CH:16]=[CH:15][C:11]([C:12]([NH2:14])=[O:13])=[CH:10][CH:9]=1.[C:17]([Li])([CH3:20])([CH3:19])C.[CH3:22][CH2:23][CH2:24]CC.CN(C)[CH:29]=[O:30]. (2) Given the product [NH2:10][C:11](=[O:31])[CH:12]([NH:14][C:15]1[N:20]=[C:19]([N:21]2[CH2:22][CH2:23][CH:24]([O:27][C:2]3[CH:9]=[CH:8][C:5]([C:6]#[N:7])=[CH:4][CH:3]=3)[CH2:25][CH2:26]2)[N:18]=[C:17]([C:28]([NH2:30])=[O:29])[CH:16]=1)[CH3:13], predict the reactants needed to synthesize it. The reactants are: F[C:2]1[CH:9]=[CH:8][C:5]([C:6]#[N:7])=[CH:4][CH:3]=1.[NH2:10][C:11](=[O:31])[C@@H:12]([NH:14][C:15]1[N:20]=[C:19]([N:21]2[CH2:26][CH2:25][CH:24]([OH:27])[CH2:23][CH2:22]2)[N:18]=[C:17]([C:28]([NH2:30])=[O:29])[CH:16]=1)[CH3:13].C([O-])([O-])=O.[Cs+].[Cs+]. (3) Given the product [O:1]=[S:2]1(=[O:33])[CH2:6][CH2:5][CH2:4][N:3]1[C:7]1[CH:8]=[CH:9][C:10]([C:13]23[CH2:32][CH:17]4[CH2:16][CH:15]([CH2:14]2)[C:19]([NH2:21])([CH2:18]4)[CH2:20]3)=[CH:11][CH:12]=1, predict the reactants needed to synthesize it. The reactants are: [O:1]=[S:2]1(=[O:33])[CH2:6][CH2:5][CH2:4][N:3]1[C:7]1[CH:12]=[CH:11][C:10]([C:13]23[CH2:32][CH:17]4[CH2:18][C:19]([NH:21]C(=O)OCC5C=CC=CC=5)([CH2:20]2)[CH:15]([CH2:16]4)[CH2:14]3)=[CH:9][CH:8]=1. (4) Given the product [ClH:24].[NH2:14][C:15]1([C:19]([O:21][CH2:22][CH3:23])=[O:20])[CH2:17][CH:16]1[CH3:18], predict the reactants needed to synthesize it. The reactants are: C1(C(=[N:14][C:15]2([C:19]([O:21][CH2:22][CH3:23])=[O:20])[CH2:17][CH:16]2[CH3:18])C2C=CC=CC=2)C=CC=CC=1.[ClH:24].